From a dataset of Forward reaction prediction with 1.9M reactions from USPTO patents (1976-2016). Predict the product of the given reaction. (1) Given the reactants [CH:1]1[C:10]2[C:5](=[C:6](B(O)O)[CH:7]=[CH:8][CH:9]=2)[CH:4]=[CH:3][N:2]=1.C(=O)([O-])[O-].[K+].[K+].Br[C:21]1[CH:29]=[C:28]2[C:24]([CH:25]=[N:26][NH:27]2)=[C:23]([NH:30][C:31]([C:33]2[N:34]=[C:35]([CH3:38])[S:36][CH:37]=2)=[O:32])[CH:22]=1, predict the reaction product. The product is: [CH:1]1[C:10]2[C:5](=[C:6]([C:21]3[CH:29]=[C:28]4[C:24]([CH:25]=[N:26][NH:27]4)=[C:23]([NH:30][C:31]([C:33]4[N:34]=[C:35]([CH3:38])[S:36][CH:37]=4)=[O:32])[CH:22]=3)[CH:7]=[CH:8][CH:9]=2)[CH:4]=[CH:3][N:2]=1. (2) The product is: [CH2:12]([N:19]1[CH2:28][CH2:27][C:26]2[C:25]([NH:1][C:2]3[N:7]=[N:6][C:5]([C:8]([O:10][CH3:11])=[O:9])=[CH:4][CH:3]=3)=[N:24][CH:23]=[N:22][C:21]=2[CH2:20]1)[C:13]1[CH:14]=[CH:15][CH:16]=[CH:17][CH:18]=1. Given the reactants [NH2:1][C:2]1[N:7]=[N:6][C:5]([C:8]([O:10][CH3:11])=[O:9])=[CH:4][CH:3]=1.[CH2:12]([N:19]1[CH2:28][CH2:27][C:26]2[C:25](Cl)=[N:24][CH:23]=[N:22][C:21]=2[CH2:20]1)[C:13]1[CH:18]=[CH:17][CH:16]=[CH:15][CH:14]=1, predict the reaction product. (3) The product is: [C:1]([C:3]1[CH:4]=[C:5]([C:6]2[O:8][N:20]=[C:19]([C:21]3[CH:29]=[CH:28][C:27]4[NH:26][C:25]5[CH:30]([CH2:33][C:34]([O:36][CH2:37][CH3:38])=[O:35])[CH2:31][CH2:32][C:24]=5[C:23]=4[CH:22]=3)[N:18]=2)[CH:9]=[C:10]([O:12][C:13]([F:16])([F:15])[F:14])[CH:11]=1)#[N:2]. Given the reactants [C:1]([C:3]1[CH:4]=[C:5]([CH:9]=[C:10]([O:12][C:13]([F:16])([F:15])[F:14])[CH:11]=1)[C:6]([OH:8])=O)#[N:2].O[NH:18][C:19]([C:21]1[CH:29]=[CH:28][C:27]2[NH:26][C:25]3[CH:30]([CH2:33][C:34]([O:36][CH2:37][CH3:38])=[O:35])[CH2:31][CH2:32][C:24]=3[C:23]=2[CH:22]=1)=[NH:20], predict the reaction product. (4) Given the reactants [OH-].[Na+].[CH2:3]([N:5]([CH3:27])[CH:6]1[CH2:11][CH2:10][N:9]([C:12](=[O:26])[CH2:13][CH2:14][C:15]2[N:16]([CH2:20][C:21]([O:23]CC)=[O:22])[CH:17]=[CH:18][N:19]=2)[CH2:8][CH2:7]1)[CH3:4].Cl, predict the reaction product. The product is: [CH2:3]([N:5]([CH3:27])[CH:6]1[CH2:7][CH2:8][N:9]([C:12](=[O:26])[CH2:13][CH2:14][C:15]2[N:16]([CH2:20][C:21]([OH:23])=[O:22])[CH:17]=[CH:18][N:19]=2)[CH2:10][CH2:11]1)[CH3:4]. (5) Given the reactants [Br:1][CH2:2][CH2:3]Br.[OH:5][C:6]1[CH:13]=[CH:12][C:9]([CH:10]=[O:11])=[CH:8][CH:7]=1.C([O-])([O-])=O.[K+].[K+], predict the reaction product. The product is: [Br:1][CH2:2][CH2:3][O:5][C:6]1[CH:13]=[CH:12][C:9]([CH:10]=[O:11])=[CH:8][CH:7]=1. (6) Given the reactants [N:1]1[C:10]2[C:5](=[CH:6][C:7]([CH2:11][NH2:12])=[CH:8][CH:9]=2)[CH:4]=[CH:3][CH:2]=1.Br[C:14]1[C:15]([NH2:21])=[N:16][CH:17]=[C:18]([Br:20])[N:19]=1.C(N(C(C)C)CC)(C)C, predict the reaction product. The product is: [Br:20][C:18]1[N:19]=[C:14]([NH:12][CH2:11][C:7]2[CH:6]=[C:5]3[C:10](=[CH:9][CH:8]=2)[N:1]=[CH:2][CH:3]=[CH:4]3)[C:15]([NH2:21])=[N:16][CH:17]=1. (7) Given the reactants [Br:1][C:2]1[CH:11]=[CH:10][C:5]([C:6]([NH:8][NH2:9])=[O:7])=[CH:4][CH:3]=1.[C:12](Cl)(=[O:19])[C:13]1[CH:18]=[CH:17][CH:16]=[CH:15][CH:14]=1, predict the reaction product. The product is: [C:12]([NH:9][NH:8][C:6](=[O:7])[C:5]1[CH:10]=[CH:11][C:2]([Br:1])=[CH:3][CH:4]=1)(=[O:19])[C:13]1[CH:18]=[CH:17][CH:16]=[CH:15][CH:14]=1. (8) Given the reactants [CH3:1][C:2]1[CH:3]=[C:4]([OH:11])[CH:5]=[CH:6][C:7]=1[N+:8]([O-:10])=[O:9].C([O-])([O-])=O.[K+].[K+].Cl[CH2:19][CH2:20][N:21]1[CH2:26][CH2:25][O:24][CH2:23][CH2:22]1.O, predict the reaction product. The product is: [CH3:1][C:2]1[CH:3]=[C:4]([CH:5]=[CH:6][C:7]=1[N+:8]([O-:10])=[O:9])[O:11][CH2:19][CH2:20][N:21]1[CH2:26][CH2:25][O:24][CH2:23][CH2:22]1. (9) Given the reactants [CH3:1][O:2][C:3]([C:5]1[CH:10]=[CH:9][C:8](B(O)O)=[CH:7][CH:6]=1)=[O:4].Br[C:15]1[CH:16]=[N:17][N:18]2[CH:23]=[C:22]([C:24]3[CH:25]=[N:26][N:27]([CH3:29])[CH:28]=3)[CH:21]=[N:20][C:19]=12.CN(C=O)C.C([O-])([O-])=O.[Na+].[Na+], predict the reaction product. The product is: [CH3:29][N:27]1[CH:28]=[C:24]([C:22]2[CH:21]=[N:20][C:19]3[N:18]([N:17]=[CH:16][C:15]=3[C:8]3[CH:9]=[CH:10][C:5]([C:3]([O:2][CH3:1])=[O:4])=[CH:6][CH:7]=3)[CH:23]=2)[CH:25]=[N:26]1.